Dataset: Full USPTO retrosynthesis dataset with 1.9M reactions from patents (1976-2016). Task: Predict the reactants needed to synthesize the given product. (1) Given the product [Br:9][C:7]1[NH:6][CH:5]=[C:4]([N+:1]([O-:3])=[O:2])[CH:8]=1, predict the reactants needed to synthesize it. The reactants are: [N+:1]([C:4]1[CH:8]=[CH:7][NH:6][CH:5]=1)([O-:3])=[O:2].[Br:9]N1C(C)(C)C(=O)N(Br)C1=O. (2) Given the product [F:1][C:2]1[CH:7]=[C:6]([NH2:8])[CH:5]=[CH:4][C:3]=1[N:11]1[CH2:12][CH2:13][N:14]([CH:17]([C:24]2[O:25][CH:26]=[CH:27][N:28]=2)[C:18]2[CH:19]=[CH:20][CH:21]=[CH:22][CH:23]=2)[CH2:15][CH2:16]1, predict the reactants needed to synthesize it. The reactants are: [F:1][C:2]1[CH:7]=[C:6]([N+:8]([O-])=O)[CH:5]=[CH:4][C:3]=1[N:11]1[CH2:16][CH2:15][N:14]([CH:17]([C:24]2[O:25][CH:26]=[CH:27][N:28]=2)[C:18]2[CH:23]=[CH:22][CH:21]=[CH:20][CH:19]=2)[CH2:13][CH2:12]1.C([O-])(O)=O.[Na+].